Task: Predict the reactants needed to synthesize the given product.. Dataset: Full USPTO retrosynthesis dataset with 1.9M reactions from patents (1976-2016) (1) Given the product [CH2:1]([C:3]([C:25]1[CH:30]=[CH:29][C:28]([OH:31])=[C:27]([CH3:32])[CH:26]=1)([C:6]1[CH:11]=[CH:10][C:9]([C:12]#[C:13][C:14]([O:23][CH2:40][O:41][CH3:42])([C:19]([F:20])([F:21])[F:22])[C:15]([F:18])([F:17])[F:16])=[C:8]([CH3:24])[CH:7]=1)[CH2:4][CH3:5])[CH3:2], predict the reactants needed to synthesize it. The reactants are: [CH2:1]([C:3]([C:25]1[CH:30]=[CH:29][C:28]([OH:31])=[C:27]([CH3:32])[CH:26]=1)([C:6]1[CH:11]=[CH:10][C:9]([C:12]#[C:13][C:14]([OH:23])([C:19]([F:22])([F:21])[F:20])[C:15]([F:18])([F:17])[F:16])=[C:8]([CH3:24])[CH:7]=1)[CH2:4][CH3:5])[CH3:2].C([O-])([O-])=O.[K+].[K+].Cl[CH2:40][O:41][CH3:42].[NH4+].[Cl-]. (2) Given the product [BrH:11].[CH:13]1([CH2:12][N:6]2[C:5]3[CH2:7][CH2:8][CH2:9][CH2:10][C:4]=3[S:3][C:2]2=[NH:1])[CH2:15][CH2:14]1, predict the reactants needed to synthesize it. The reactants are: [NH2:1][C:2]1[S:3][C:4]2[CH2:10][CH2:9][CH2:8][CH2:7][C:5]=2[N:6]=1.[Br:11][CH2:12][CH:13]1[CH2:15][CH2:14]1. (3) Given the product [F:3][C:4]1[C:9]([O:10][CH3:11])=[CH:8][CH:7]=[CH:6][C:5]=1[OH:1], predict the reactants needed to synthesize it. The reactants are: [OH:1]O.[F:3][C:4]1[C:9]([O:10][CH3:11])=[CH:8][CH:7]=[CH:6][C:5]=1B(O)O.O.